From a dataset of Catalyst prediction with 721,799 reactions and 888 catalyst types from USPTO. Predict which catalyst facilitates the given reaction. Reactant: [CH3:1][N:2]1[C:6]([C:7]([OH:9])=O)=[CH:5][C:4]([CH2:10][CH2:11][CH3:12])=[N:3]1.Cl.[O:14]1[CH2:18][CH2:17][CH:16]([CH2:19][NH2:20])[CH2:15]1.C(N(CC)CC)C.ON1C2C=CC=CC=2N=N1.Cl.C(N=C=NCCCN(C)C)C. Product: [O:14]1[CH2:18][CH2:17][CH:16]([CH2:19][NH:20][C:7]([C:6]2[N:2]([CH3:1])[N:3]=[C:4]([CH2:10][CH2:11][CH3:12])[CH:5]=2)=[O:9])[CH2:15]1. The catalyst class is: 22.